Dataset: Full USPTO retrosynthesis dataset with 1.9M reactions from patents (1976-2016). Task: Predict the reactants needed to synthesize the given product. (1) Given the product [Cl:1][C:2]1[N:7]=[C:6]2[NH:8][CH:9]=[CH:10][C:5]2=[CH:4][CH:3]=1, predict the reactants needed to synthesize it. The reactants are: [Cl:1][C:2]1[N:7]=[C:6]2[N:8](C(OC)=O)[CH:9]=[CH:10][C:5]2=[CH:4][CH:3]=1.[OH-].[Na+]. (2) Given the product [Br:1][C:2]1[C:3]([CH3:10])=[CH:4][C:5]([CH3:9])=[C:6]([CH3:8])[C:7]=1[C:11](=[O:13])[CH3:12], predict the reactants needed to synthesize it. The reactants are: [Br:1][C:2]1[CH:7]=[C:6]([CH3:8])[C:5]([CH3:9])=[CH:4][C:3]=1[CH3:10].[C:11](Cl)(=[O:13])[CH3:12].[Cl-].[Al+3].[Cl-].[Cl-].O. (3) Given the product [CH3:1][NH:2][S:3]([C:6]1[CH:32]=[CH:31][C:9]([CH2:10][NH:11][C:12]([C:14]2[C:15]3[CH:16]=[N:17][N:18]([C:24]4[CH:29]=[CH:28][C:27]([F:30])=[CH:26][CH:25]=4)[C:19]=3[CH:20]=[C:21]([NH:35][CH3:34])[CH:22]=2)=[O:13])=[CH:8][CH:7]=1)(=[O:5])=[O:4], predict the reactants needed to synthesize it. The reactants are: [CH3:1][NH:2][S:3]([C:6]1[CH:32]=[CH:31][C:9]([CH2:10][NH:11][C:12]([C:14]2[C:15]3[CH:16]=[N:17][N:18]([C:24]4[CH:29]=[CH:28][C:27]([F:30])=[CH:26][CH:25]=4)[C:19]=3[CH:20]=[C:21](Br)[CH:22]=2)=[O:13])=[CH:8][CH:7]=1)(=[O:5])=[O:4].Cl.[CH3:34][NH2:35].CC(C)([O-])C.[Na+]. (4) Given the product [Br:9][C:10]1[CH:26]=[C:25]([CH2:27][C:1]#[N:2])[CH:24]=[C:23]([Br:29])[C:11]=1[CH2:12][C:13]1[CH:14]=[C:15]([CH:20]([CH3:22])[CH3:21])[C:16](=[O:19])[NH:17][N:18]=1, predict the reactants needed to synthesize it. The reactants are: [C-:1]#[N:2].[Na+].S(=O)(=O)(O)O.[Br:9][C:10]1[CH:26]=[C:25]([CH2:27]Cl)[CH:24]=[C:23]([Br:29])[C:11]=1[CH2:12][C:13]1[CH:14]=[C:15]([CH:20]([CH3:22])[CH3:21])[C:16](=[O:19])[NH:17][N:18]=1. (5) Given the product [C:1]([C:5]1[CH:6]=[C:7]([CH:8]=[CH:9][C:10]=1[F:11])[CH2:12][Br:13])([CH3:4])([CH3:3])[CH3:2], predict the reactants needed to synthesize it. The reactants are: [C:1]([C:5]1[CH:6]=[C:7]([CH3:12])[CH:8]=[CH:9][C:10]=1[F:11])([CH3:4])([CH3:3])[CH3:2].[Br:13]N1C(=O)CCC1=O.C(OOC(=O)C1C=CC=CC=1)(=O)C1C=CC=CC=1. (6) Given the product [F:1][C:2]1[CH:3]=[C:4]([N:9]2[CH2:13][C@H:12]([CH2:14][NH:15][C:16](=[O:18])[CH3:17])[O:11][C:10]2=[O:19])[CH:5]=[CH:6][C:7]=1[B:20]1[O:24][C:23]([CH3:26])([CH3:25])[C:22]([CH3:28])([CH3:27])[O:21]1, predict the reactants needed to synthesize it. The reactants are: [F:1][C:2]1[CH:3]=[C:4]([N:9]2[CH2:13][C@H:12]([CH2:14][NH:15][C:16](=[O:18])[CH3:17])[O:11][C:10]2=[O:19])[CH:5]=[CH:6][C:7]=1I.[B:20]1([B:20]2[O:24][C:23]([CH3:26])([CH3:25])[C:22]([CH3:28])([CH3:27])[O:21]2)[O:24][C:23]([CH3:26])([CH3:25])[C:22]([CH3:28])([CH3:27])[O:21]1.C([O-])(=O)C.[K+].C(OCC)(=O)C. (7) Given the product [CH3:19][C:14]1[CH:13]=[C:12]([C:8]2[CH:7]=[CH:6][C:5]3[C:10](=[CH:11][C:2]([C:27]4[CH:28]=[CH:29][C:24]([CH2:20][CH:21]([CH3:23])[CH3:22])=[CH:25][CH:26]=4)=[CH:3][CH:4]=3)[N:9]=2)[CH:17]=[C:16]([CH3:18])[CH:15]=1, predict the reactants needed to synthesize it. The reactants are: Cl[C:2]1[CH:11]=[C:10]2[C:5]([CH:6]=[CH:7][C:8]([C:12]3[CH:17]=[C:16]([CH3:18])[CH:15]=[C:14]([CH3:19])[CH:13]=3)=[N:9]2)=[CH:4][CH:3]=1.[CH2:20]([C:24]1[CH:29]=[CH:28][C:27](B(O)O)=[CH:26][CH:25]=1)[CH:21]([CH3:23])[CH3:22].C1(P(C2CCCCC2)C2C=CC=CC=2C2C(OC)=CC=CC=2OC)CCCCC1.[O-]P([O-])([O-])=O.[K+].[K+].[K+]. (8) Given the product [Cl:12][C:13]1[CH:14]=[CH:15][C:16]([CH:19]2[CH2:24][C:23](=[O:25])[NH:22][C:21]([CH3:26])=[C:20]2[C:27]([NH:11][C:8]2[CH:9]=[C:10]3[C:5](=[CH:6][CH:7]=2)[NH:4][N:3]=[C:2]3[CH3:1])=[O:28])=[CH:17][CH:18]=1, predict the reactants needed to synthesize it. The reactants are: [CH3:1][C:2]1[C:10]2[C:5](=[CH:6][CH:7]=[C:8]([NH2:11])[CH:9]=2)[NH:4][N:3]=1.[Cl:12][C:13]1[CH:18]=[CH:17][C:16]([CH:19]2[CH2:24][C:23](=[O:25])[NH:22][C:21]([CH3:26])=[C:20]2[C:27](O)=[O:28])=[CH:15][CH:14]=1.C(Cl)CCl.CCN(CC)CC. (9) The reactants are: [CH:1]1([C@@H:7]([NH:9][C:10]([C:12]2[C:21]3[C:16](=[CH:17][CH:18]=[CH:19][CH:20]=3)[N:15]=[C:14]([C:22]3[S:23][CH:24]=[CH:25][CH:26]=3)[C:13]=2[CH2:27][N:28]2[CH2:33][CH2:32][NH:31][CH2:30][CH2:29]2)=[O:11])[CH3:8])[CH2:6][CH2:5][CH2:4][CH2:3][CH2:2]1.[OH:34][C@@H:35]([CH:39]([CH3:41])[CH3:40])[C:36](O)=[O:37]. Given the product [CH:1]1([C@@H:7]([NH:9][C:10]([C:12]2[C:21]3[C:16](=[CH:17][CH:18]=[CH:19][CH:20]=3)[N:15]=[C:14]([C:22]3[S:23][CH:24]=[CH:25][CH:26]=3)[C:13]=2[CH2:27][N:28]2[CH2:29][CH2:30][N:31]([C:36](=[O:37])[C@@H:35]([OH:34])[CH:39]([CH3:41])[CH3:40])[CH2:32][CH2:33]2)=[O:11])[CH3:8])[CH2:6][CH2:5][CH2:4][CH2:3][CH2:2]1, predict the reactants needed to synthesize it. (10) Given the product [NH2:1][C:2]1[N:7]2[CH:8]=[CH:9][N:10]=[C:6]2[C:5]([C:11]([NH:38][CH:35]2[CH2:36][CH2:37][N:32]([CH2:31][CH2:30][CH2:29][O:28][CH3:27])[CH2:33][CH2:34]2)=[O:13])=[CH:4][C:3]=1[Cl:14], predict the reactants needed to synthesize it. The reactants are: [NH2:1][C:2]1[N:7]2[CH:8]=[CH:9][N:10]=[C:6]2[C:5]([C:11]([OH:13])=O)=[CH:4][C:3]=1[Cl:14].C(N1C=CN=C1)(N1C=CN=C1)=O.[CH3:27][O:28][CH2:29][CH2:30][CH2:31][N:32]1[CH2:37][CH2:36][CH:35]([NH2:38])[CH2:34][CH2:33]1.